Task: Predict the reactants needed to synthesize the given product.. Dataset: Full USPTO retrosynthesis dataset with 1.9M reactions from patents (1976-2016) (1) Given the product [F:17][C:12]1([F:16])[CH2:11][O:10][C:9]2=[C:8]([C:18]([OH:20])=[O:19])[S:7][C:6]([C:4]([OH:5])=[O:3])=[C:15]2[O:14][CH2:13]1, predict the reactants needed to synthesize it. The reactants are: C([O:3][C:4]([C:6]1[S:7][C:8]([C:18]([O:20]CC)=[O:19])=[C:9]2[C:15]=1[O:14][CH2:13][C:12]([F:17])([F:16])[CH2:11][O:10]2)=[O:5])C.[OH-].[Na+].Cl. (2) The reactants are: [Br:1][C:2]1[C:11]2[C:6](=[CH:7][CH:8]=[CH:9][CH:10]=2)[C:5]([CH2:12][OH:13])=[CH:4][CH:3]=1.[Si:14](Cl)([C:17]([CH3:20])([CH3:19])[CH3:18])([CH3:16])[CH3:15].N1C=CN=C1.O. Given the product [Br:1][C:2]1[C:11]2[C:6](=[CH:7][CH:8]=[CH:9][CH:10]=2)[C:5]([CH2:12][O:13][Si:14]([C:17]([CH3:20])([CH3:19])[CH3:18])([CH3:16])[CH3:15])=[CH:4][CH:3]=1, predict the reactants needed to synthesize it. (3) Given the product [NH2:8][C:5]1[CH:6]=[CH:7][C:2]([C:12]2[CH:17]=[CH:16][CH:15]=[C:14]([CH3:18])[CH:13]=2)=[CH:3][CH:4]=1, predict the reactants needed to synthesize it. The reactants are: Br[C:2]1[CH:7]=[CH:6][C:5]([N+:8]([O-])=O)=[CH:4][CH:3]=1.Br[C:12]1[CH:17]=[CH:16][CH:15]=[C:14]([CH3:18])[CH:13]=1.